Dataset: Reaction yield outcomes from USPTO patents with 853,638 reactions. Task: Predict the reaction yield, written as a fraction of the theoretical maximum amount of product (1.0 means a 100% yield; for example, 0.34 means a 34% yield). (1) The reactants are C(N(CC)CC)C.[CH3:8][O:9][CH2:10][C:11]([OH:13])=O.Cl.[CH3:15][NH:16][O:17][CH3:18]. The catalyst is C(Cl)Cl. The product is [CH3:18][O:17][N:16]([CH3:15])[C:11](=[O:13])[CH2:10][O:9][CH3:8]. The yield is 0.640. (2) The reactants are [CH3:1][O:2][C:3]1[CH:4]=[C:5]([C:9]2[C:14]([C:15]3[CH:20]=[CH:19][CH:18]=[CH:17][CH:16]=3)=[CH:13][C:12]([N+:21]([O-])=O)=[CH:11][N:10]=2)[CH:6]=[CH:7][CH:8]=1. The catalyst is C(O)C.[Pd]. The product is [CH3:1][O:2][C:3]1[CH:4]=[C:5]([C:9]2[N:10]=[CH:11][C:12]([NH2:21])=[CH:13][C:14]=2[C:15]2[CH:20]=[CH:19][CH:18]=[CH:17][CH:16]=2)[CH:6]=[CH:7][CH:8]=1. The yield is 0.690. (3) The reactants are [CH2:1]([N:8]1[CH2:13][CH2:12][N:11]([C:14]2[CH:22]=[CH:21][CH:20]=[C:19]3[C:15]=2[CH:16]=[N:17][NH:18]3)[CH2:10][CH2:9]1)[C:2]1[CH:7]=[CH:6][CH:5]=[CH:4][CH:3]=1.[H-].[Na+].[C:25]1([S:31]([Cl:34])(=[O:33])=[O:32])[CH:30]=[CH:29][CH:28]=[CH:27][CH:26]=1.C([O-])(O)=O.[Na+]. The catalyst is CN(C)C=O.O. The product is [ClH:34].[CH2:1]([N:8]1[CH2:13][CH2:12][N:11]([C:14]2[CH:22]=[CH:21][CH:20]=[C:19]3[C:15]=2[CH:16]=[N:17][N:18]3[S:31]([C:25]2[CH:30]=[CH:29][CH:28]=[CH:27][CH:26]=2)(=[O:33])=[O:32])[CH2:10][CH2:9]1)[C:2]1[CH:3]=[CH:4][CH:5]=[CH:6][CH:7]=1. The yield is 0.910. (4) The reactants are [CH2:1]([NH2:5])[CH2:2][CH2:3][CH3:4].C=O.Cl.[CH2:9](O)C.[CH2:12]([N:14]([CH2:29][CH3:30])[C:15]1[CH:20]=[CH:19][C:18]([C:21]([C:23]2[CH:28]=[CH:27][CH:26]=[CH:25][N:24]=2)=O)=[CH:17][CH:16]=1)[CH3:13].[C:31]1([B-:37]([C:50]2[CH:55]=[CH:54][CH:53]=[CH:52][CH:51]=2)([C:44]2[CH:49]=[CH:48][CH:47]=[CH:46][CH:45]=2)[C:38]2[CH:43]=[CH:42][CH:41]=[CH:40][CH:39]=2)[CH:36]=[CH:35][CH:34]=[CH:33][CH:32]=1.[Na+]. The catalyst is C(#N)C.CO. The product is [C:50]1([B-:37]([C:31]2[CH:32]=[CH:33][CH:34]=[CH:35][CH:36]=2)([C:38]2[CH:39]=[CH:40][CH:41]=[CH:42][CH:43]=2)[C:44]2[CH:49]=[CH:48][CH:47]=[CH:46][CH:45]=2)[CH:51]=[CH:52][CH:53]=[CH:54][CH:55]=1.[CH2:1]([N:5]1[C:21]([C:18]2[CH:19]=[CH:20][C:15]([N:14]([CH2:29][CH3:30])[CH2:12][CH3:13])=[CH:16][CH:17]=2)=[C:23]2[CH:28]=[CH:27][CH:26]=[CH:25][N+:24]2=[CH:9]1)[CH2:2][CH2:3][CH3:4]. The yield is 0.700. (5) The reactants are Cl.[CH3:2][C:3]1[CH:11]=[CH:10][C:6]([C:7]([NH2:9])=[NH:8])=[CH:5][CH:4]=1.C(N(CC)CC)C.[Cl:19][C:20]([SH:23])(Cl)Cl. The catalyst is C(Cl)(Cl)Cl. The product is [C:3]1([CH3:2])[CH:11]=[CH:10][C:6]([C:7]2[N:9]=[C:20]([Cl:19])[S:23][N:8]=2)=[CH:5][CH:4]=1. The yield is 0.440.